Dataset: NCI-60 drug combinations with 297,098 pairs across 59 cell lines. Task: Regression. Given two drug SMILES strings and cell line genomic features, predict the synergy score measuring deviation from expected non-interaction effect. (1) Drug 1: CC(C1=C(C=CC(=C1Cl)F)Cl)OC2=C(N=CC(=C2)C3=CN(N=C3)C4CCNCC4)N. Drug 2: C1=NNC2=C1C(=O)NC=N2. Cell line: SK-OV-3. Synergy scores: CSS=3.80, Synergy_ZIP=-1.35, Synergy_Bliss=1.78, Synergy_Loewe=-0.966, Synergy_HSA=1.03. (2) Drug 1: CC12CCC(CC1=CCC3C2CCC4(C3CC=C4C5=CN=CC=C5)C)O. Drug 2: C1=CN(C(=O)N=C1N)C2C(C(C(O2)CO)O)O.Cl. Cell line: HT29. Synergy scores: CSS=49.4, Synergy_ZIP=-2.70, Synergy_Bliss=-1.58, Synergy_Loewe=-17.2, Synergy_HSA=-0.518. (3) Drug 1: C1CCC(CC1)NC(=O)N(CCCl)N=O. Drug 2: CS(=O)(=O)OCCCCOS(=O)(=O)C. Cell line: HL-60(TB). Synergy scores: CSS=50.3, Synergy_ZIP=-5.95, Synergy_Bliss=-4.83, Synergy_Loewe=-14.6, Synergy_HSA=-4.28. (4) Drug 1: C1CC(=O)NC(=O)C1N2CC3=C(C2=O)C=CC=C3N. Drug 2: CC(C)(C#N)C1=CC(=CC(=C1)CN2C=NC=N2)C(C)(C)C#N. Cell line: OVCAR-5. Synergy scores: CSS=1.46, Synergy_ZIP=-1.61, Synergy_Bliss=-2.93, Synergy_Loewe=-3.81, Synergy_HSA=-3.78. (5) Drug 1: CC1=C(C(=CC=C1)Cl)NC(=O)C2=CN=C(S2)NC3=CC(=NC(=N3)C)N4CCN(CC4)CCO. Drug 2: CC1=C(N=C(N=C1N)C(CC(=O)N)NCC(C(=O)N)N)C(=O)NC(C(C2=CN=CN2)OC3C(C(C(C(O3)CO)O)O)OC4C(C(C(C(O4)CO)O)OC(=O)N)O)C(=O)NC(C)C(C(C)C(=O)NC(C(C)O)C(=O)NCCC5=NC(=CS5)C6=NC(=CS6)C(=O)NCCC[S+](C)C)O. Cell line: NCIH23. Synergy scores: CSS=54.8, Synergy_ZIP=-5.97, Synergy_Bliss=-3.47, Synergy_Loewe=2.04, Synergy_HSA=3.49.